Dataset: Experimentally validated miRNA-target interactions with 360,000+ pairs, plus equal number of negative samples. Task: Binary Classification. Given a miRNA mature sequence and a target amino acid sequence, predict their likelihood of interaction. (1) The miRNA is hsa-miR-5011-5p with sequence UAUAUAUACAGCCAUGCACUC. The protein sequence of the target gene is MKKSIGILSPGVALGMAGSAMSSKFFLVALAIFFSFAQVVIEANSWWSLGMNNPVQMSEVYIIGAQPLCSQLAGLSQGQKKLCHLYQDHMQYIGEGAKTGIKECQYQFRHRRWNCSTVDNTSVFGRVMQIGSRETAFTYAVSAAGVVNAMSRACREGELSTCGCSRAARPKDLPRDWLWGGCGDNIDYGYRFAKEFVDARERERIHAKGSYESARILMNLHNNEAGRRTVYNLADVACKCHGVSGSCSLKTCWLQLADFRKVGDALKEKYDSAAAMRLNSRGKLVQVNSRFNSPTTQDLV.... Result: 1 (interaction). (2) The miRNA is cel-miR-230-3p with sequence GUAUUAGUUGUGCGACCAGGAGA. The protein sequence of the target gene is MQREEGFNTKMADGPDEYETETGCVPLLHPEEIKPQSHYNHGYGEPLGRKTHIDDYSTWDIVKATQYGIYERCRELVEAGYDVRQPDKENVTLLHWAAINNRIDLVKYYISKGAIVDQLGGDLNSTPLHWATRQGHLSMVVQLMKYGADPSLIDGEGCSCIHLAAQFGHTSIVAYLIAKGQDVDMMDQNGMTPLMWAAYRTHSVDPTRLLLTFNVSVNLGDKYHKNTALHWAVLAGNTTVISLLLEAGGNVDAQNVKGESALDLAKQRKNVWMINHLQEARQAKGYDNPSFLRKLKADKE.... Result: 0 (no interaction). (3) The miRNA is hsa-miR-517a-3p with sequence AUCGUGCAUCCCUUUAGAGUGU. The protein sequence of the target gene is MSVLGPVLLQVFWAGCVVTLRSPLPAAFTANGTHLQHLARDPTTGTLYVGATNFLFQLSPGLQLEAVVSTGPVNDSRDCLPPVIPDECPQAQPTNNPNQLLLVSPEALVVCGSVHQGICELRSLGQIRQLLLRPERPGDTQYVAANDPAVSTVGLVAQGLVGEPLLFVGRGYTSRGVGGGIPPITTRALRPPDPQAAFSYEETAKLAVGRLSEYSHHFVSAFVRGASAYFLFLRRDLKAPSRAFRAYVSRVCLQDQHYYSYVELPLACQGGRYGLIQAAAVATSKEVARGDVLFAAFSSV.... Result: 0 (no interaction). (4) The miRNA is hsa-miR-890 with sequence UACUUGGAAAGGCAUCAGUUG. The protein sequence of the target gene is MAQLQTRFYTDNKKYAVDDVPFSIPAASEIADLSNIINKLLKDKNEFHKHVEFDFLIKGQFLRMPLDKHMEMENISSEEVVEIEYVEKYTAPQPEQCMFHDDWISSIKGAEEWILTGSYDKTSRIWSLEGKSIMTIVGHTDVVKDVAWVKKDSLSCLLLSASMDQTILLWEWNVERNKVKALHCCRGHAGSVDSIAVDGSGTKFCSGSWDKMLKIWSTVPTDEEDEMEESTNRPRKKQKTEQLGLTRTPIVTLSGHMEAVSSVLWSDAEEICSASWDHTIRVWDVESGSLKSTLTGNKVF.... Result: 1 (interaction). (5) The miRNA is mmu-miR-466a-3p with sequence UAUACAUACACGCACACAUAAGA. The protein sequence of the target gene is MGVIGIQLVVTMVMASVMQKIIPHYSLARWLLCNGSLRWYQHPSEEELRILAGKQQKGKSKKDRKYNGHIENKPLTIPKDIDLHLETKSVTEVDTLALHYFPEYQWLVDFTVAATIVYLVTEVYYSFMKPTQEMNISLVWCLLVLSFAIKVLFSLTTHYFKVEDGGERSVCVTFGFFFFVKAMAVLIVTENYLEFGLETGFTNFSDSAMQFLEKQGLESQGPVSKLTFKFFLAVFCSLIGAFLTFPGLRLAQMHLDALNMATEKITQTLLHINFLAPLFMVLLWVKPITKDYIMNPPLGR.... Result: 1 (interaction). (6) The miRNA is hsa-miR-1234-3p with sequence UCGGCCUGACCACCCACCCCAC. The protein sequence of the target gene is MKRSVAVWLLVGLSLGVPQFGKGDICDPNPCENGGICLPGLADGSFSCECPDGFTDPNCSSVVEVASDEEEPTSAGPCTPNPCHNGGTCEISEAYRGDTFIGYVCKCPRGFNGIHCQHNINECEVEPCKNGGICTDLVANYSCECPGEFMGRNCQYKCSGPLGIEGGIISNQQITASSTHRALFGLQKWYPYYARLNKKGLINAWTAAENDRWPWIQINLQRKMRVTGVITQGAKRIGSPEYIKSYKIAYSNDGKTWAMYKVKGTNEDMVFRGNIDNNTPYANSFTPPIKAQYVRLYPQV.... Result: 0 (no interaction). (7) The miRNA is hsa-miR-9-5p with sequence UCUUUGGUUAUCUAGCUGUAUGA. The protein sequence of the target gene is MESKGASSCRLLFCLLISATVFRPGLGWYTVNSAYGDTIIIPCRLDVPQNLMFGKWKYEKPDGSPVFIAFRSSTKKSVQYDDVPEYKDRLNLSENYTLSISNARISDEKRFVCMLVTEDNVFEAPTIVKVFKQPSKPEIVSKALFLETEQLKKLGDCISEDSYPDGNITWYRNGKVLHPLEGAVVIIFKKEMDPVTQLYTMTSTLEYKTTKADIQMPFTCSVTYYGPSGQKTIHSEQAVFDIYYPTEQVTIQVLPPKNAIKEGDNITLKCLGNGNPPPEEFLFYLPGQPEGIRSSNTYTL.... Result: 1 (interaction). (8) The miRNA is hsa-miR-4640-3p with sequence CACCCCCUGUUUCCUGGCCCAC. The protein sequence of the target gene is MSEDSEKEDYSDRTISDEDESDEDMFMKFVSEDLHRCALLTADSFGDPFFPRTTQILLEYQLGRWVPRLREPRDLYGVSSSGPLSPTRWPYHCEVIDEKVQHIDWTPSCPEPVYIPTGLETEPLYPDSKEATVVYLAEDAYKEPCFVYSRVGGNRTPLKQPVDYRDNTLMFEARFESGNLQKVVKVAEYEYQLTVRPDLFTNKHTQWYYFQVTNMRAGIVYRFTIVNFTKPASLYSRGMRPLFYSEKEAKAHHIGWQRIGDQIKYYRNNPGQDGRHYFSLTWTFQFPHNKDTCYFAHCYP.... Result: 0 (no interaction). (9) The miRNA is hsa-miR-650 with sequence AGGAGGCAGCGCUCUCAGGAC. The protein sequence of the target gene is MAFLMKKKKFKFQTTFTLEELTAVPFVNGVLFCKVRLLDGGDFVSLSSREEVQENCVRWRKRFTFVCKMSANPATGLLDPCVFRVSVRKELKGGKAYSKLGFADLNLAEFAGSGSTVRCCLLEGYDTKNTRQDNSILKVTIGMFLLSGDPCFKTPPSTAKSISIPGQDSSLQLTCKGGGTSSGGSSTNSLTGSRPPKARPTILSSGLPEEPDQNLSSPEEVFHSGHSRNSSYASQQSKISGYSTEHSRSSSLSDLTHRRNTSTSSSASGGLGMTVEGPEGSEREHRPPEKPPRPPRPLHL.... Result: 1 (interaction).